This data is from NCI-60 drug combinations with 297,098 pairs across 59 cell lines. The task is: Regression. Given two drug SMILES strings and cell line genomic features, predict the synergy score measuring deviation from expected non-interaction effect. (1) Drug 1: CC1=CC2C(CCC3(C2CCC3(C(=O)C)OC(=O)C)C)C4(C1=CC(=O)CC4)C. Drug 2: CC1CCCC2(C(O2)CC(NC(=O)CC(C(C(=O)C(C1O)C)(C)C)O)C(=CC3=CSC(=N3)C)C)C. Cell line: ACHN. Synergy scores: CSS=-3.33, Synergy_ZIP=1.10, Synergy_Bliss=-1.60, Synergy_Loewe=-3.23, Synergy_HSA=-3.46. (2) Drug 1: C1CN1C2=NC(=NC(=N2)N3CC3)N4CC4. Drug 2: CC1C(C(CC(O1)OC2CC(CC3=C2C(=C4C(=C3O)C(=O)C5=C(C4=O)C(=CC=C5)OC)O)(C(=O)CO)O)N)O.Cl. Cell line: HS 578T. Synergy scores: CSS=23.8, Synergy_ZIP=-3.50, Synergy_Bliss=-2.78, Synergy_Loewe=-8.28, Synergy_HSA=-0.347. (3) Drug 1: CC1C(C(=O)NC(C(=O)N2CCCC2C(=O)N(CC(=O)N(C(C(=O)O1)C(C)C)C)C)C(C)C)NC(=O)C3=C4C(=C(C=C3)C)OC5=C(C(=O)C(=C(C5=N4)C(=O)NC6C(OC(=O)C(N(C(=O)CN(C(=O)C7CCCN7C(=O)C(NC6=O)C(C)C)C)C)C(C)C)C)N)C. Drug 2: CC(C)NC(=O)C1=CC=C(C=C1)CNNC.Cl. Cell line: NCI-H322M. Synergy scores: CSS=17.2, Synergy_ZIP=1.56, Synergy_Bliss=5.95, Synergy_Loewe=-11.1, Synergy_HSA=3.81. (4) Drug 1: CC1OCC2C(O1)C(C(C(O2)OC3C4COC(=O)C4C(C5=CC6=C(C=C35)OCO6)C7=CC(=C(C(=C7)OC)O)OC)O)O. Drug 2: CCC1(CC2CC(C3=C(CCN(C2)C1)C4=CC=CC=C4N3)(C5=C(C=C6C(=C5)C78CCN9C7C(C=CC9)(C(C(C8N6C)(C(=O)OC)O)OC(=O)C)CC)OC)C(=O)OC)O.OS(=O)(=O)O. Cell line: OVCAR-5. Synergy scores: CSS=36.6, Synergy_ZIP=-0.403, Synergy_Bliss=2.65, Synergy_Loewe=-16.7, Synergy_HSA=3.40. (5) Drug 1: CS(=O)(=O)C1=CC(=C(C=C1)C(=O)NC2=CC(=C(C=C2)Cl)C3=CC=CC=N3)Cl. Drug 2: CC1OCC2C(O1)C(C(C(O2)OC3C4COC(=O)C4C(C5=CC6=C(C=C35)OCO6)C7=CC(=C(C(=C7)OC)O)OC)O)O. Cell line: OVCAR-5. Synergy scores: CSS=29.0, Synergy_ZIP=-3.90, Synergy_Bliss=3.02, Synergy_Loewe=0.422, Synergy_HSA=3.67. (6) Drug 1: C1=CC=C(C(=C1)C(C2=CC=C(C=C2)Cl)C(Cl)Cl)Cl. Cell line: HCT116. Synergy scores: CSS=52.5, Synergy_ZIP=-6.79, Synergy_Bliss=-7.37, Synergy_Loewe=-4.67, Synergy_HSA=-2.97. Drug 2: CC1C(C(CC(O1)OC2CC(CC3=C2C(=C4C(=C3O)C(=O)C5=CC=CC=C5C4=O)O)(C(=O)C)O)N)O. (7) Drug 1: CC1C(C(CC(O1)OC2CC(CC3=C2C(=C4C(=C3O)C(=O)C5=C(C4=O)C(=CC=C5)OC)O)(C(=O)C)O)N)O.Cl. Drug 2: CN(C)C1=NC(=NC(=N1)N(C)C)N(C)C. Cell line: HCT116. Synergy scores: CSS=33.8, Synergy_ZIP=3.16, Synergy_Bliss=-3.59, Synergy_Loewe=-46.9, Synergy_HSA=-3.25.